Regression/Classification. Given a drug SMILES string, predict its toxicity properties. Task type varies by dataset: regression for continuous values (e.g., LD50, hERG inhibition percentage) or binary classification for toxic/non-toxic outcomes (e.g., AMES mutagenicity, cardiotoxicity, hepatotoxicity). Dataset: herg_karim. From a dataset of hERG potassium channel inhibition data for cardiac toxicity prediction from Karim et al.. (1) The drug is CCNC(=O)Nc1cccc(CNc2cc(C(F)(F)F)cc3ncc(N4CCN(C)CC4)cc23)c1. The result is 0 (non-blocker). (2) The drug is COCCCc1cc(CN(C(=O)[C@H]2CNCC[C@]23OCc2cc(F)c(F)cc23)C2CC2)cc(OCCOC)c1. The result is 0 (non-blocker). (3) The compound is Cc1c[nH]c2c(Nc3nc(N[C@@H]4CCCC[C@@H]4N)cc4cc[nH]c(=O)c34)cccc12. The result is 1 (blocker).